Dataset: Reaction yield outcomes from USPTO patents with 853,638 reactions. Task: Predict the reaction yield, written as a fraction of the theoretical maximum amount of product (1.0 means a 100% yield; for example, 0.34 means a 34% yield). (1) The reactants are [CH3:1][O:2][C:3]([CH:5]1[C:9](=O)[CH2:8][CH2:7][CH2:6]1)=[O:4].C([O-])=O.[NH4+:14]. The catalyst is CO. The product is [NH2:14][C:9]1[CH2:8][CH2:7][CH2:6][C:5]=1[C:3]([O:2][CH3:1])=[O:4]. The yield is 0.739. (2) The reactants are [CH:1]1([C:4]2[NH:8][N:7]=[C:6]([NH:9][C:10]3[C:15]([N+:16]([O-])=O)=[CH:14][N:13]=[C:12]([NH:19][C@H:20]([C:22]4[CH:27]=[CH:26][C:25]([F:28])=[CH:24][CH:23]=4)[CH3:21])[N:11]=3)[CH:5]=2)[CH2:3][CH2:2]1. The catalyst is [Pd].CCO. The product is [CH:1]1([C:4]2[NH:8][N:7]=[C:6]([NH:9][C:10]3[C:15]([NH2:16])=[CH:14][N:13]=[C:12]([NH:19][C@H:20]([C:22]4[CH:23]=[CH:24][C:25]([F:28])=[CH:26][CH:27]=4)[CH3:21])[N:11]=3)[CH:5]=2)[CH2:3][CH2:2]1. The yield is 0.910. (3) The reactants are [CH3:1][O:2][C:3]1[CH:4]=[C:5]2[C:10](=O)[NH:9][C:7](=O)[C:6]2=[CH:12][CH:13]=1.B.CO.Cl. The catalyst is O1CCCC1. The product is [CH3:1][O:2][C:3]1[CH:4]=[C:5]2[C:6](=[CH:12][CH:13]=1)[CH2:7][NH:9][CH2:10]2. The yield is 0.470. (4) The reactants are [CH3:1][C:2]1[CH:3]=[CH:4][CH:5]=[C:6]2[C:10]=1[NH:9][CH:8]=[CH:7]2.[H-].[Na+].[C:13](O[C:13]([O:15][C:16]([CH3:19])([CH3:18])[CH3:17])=[O:14])([O:15][C:16]([CH3:19])([CH3:18])[CH3:17])=[O:14]. The catalyst is C1COCC1.CN(C1C=CN=CC=1)C. The product is [CH3:1][C:2]1[CH:3]=[CH:4][CH:5]=[C:6]2[C:10]=1[N:9]([C:13]([O:15][C:16]([CH3:19])([CH3:18])[CH3:17])=[O:14])[CH:8]=[CH:7]2. The yield is 1.00. (5) The yield is 0.650. The reactants are P(OC[CH2:15][N:16](CCCOC1C=C2C(C(NC3C=C(CC(NC4C=CC=C(F)C=4F)=O)NN=3)=NC=N2)=CC=1)CC)(OC(C)(C)C)(OC(C)(C)C)=O.[NH2:51][C:52]1[CH:60]=[C:59]([F:61])[CH:58]=[CH:57][C:53]=1[C:54](O)=[O:55].C(O)(=O)C.C(N)=N. The catalyst is COCCO. The product is [F:61][C:59]1[CH:60]=[C:52]2[C:53]([C:54](=[O:55])[NH:16][CH:15]=[N:51]2)=[CH:57][CH:58]=1.